From a dataset of Forward reaction prediction with 1.9M reactions from USPTO patents (1976-2016). Predict the product of the given reaction. Given the reactants [O:1]1[C:5]2[CH:6]=[CH:7][CH:8]=[CH:9][C:4]=2[CH:3]=[C:2]1[C:10]([OH:12])=O.O.ON1C2C=CC=CC=2N=N1.Cl.CN(C)CCCN=C=NCC.[CH3:36][C:37]1([C:43]2[CH:44]=[C:45]([NH:49][S:50]([CH3:53])(=[O:52])=[O:51])[CH:46]=[CH:47][CH:48]=2)[CH:42]2[CH:38]1[CH2:39][NH:40][CH2:41]2.C(=O)([O-])O.[Na+], predict the reaction product. The product is: [O:1]1[C:5]2[CH:6]=[CH:7][CH:8]=[CH:9][C:4]=2[CH:3]=[C:2]1[C:10]([N:40]1[CH2:41][CH:42]2[CH:38]([C:37]2([C:43]2[CH:44]=[C:45]([NH:49][S:50]([CH3:53])(=[O:52])=[O:51])[CH:46]=[CH:47][CH:48]=2)[CH3:36])[CH2:39]1)=[O:12].